Predict the reaction yield, written as a fraction of the theoretical maximum amount of product (1.0 means a 100% yield; for example, 0.34 means a 34% yield). From a dataset of Reaction yield outcomes from USPTO patents with 853,638 reactions. (1) The catalyst is C1COCC1. The product is [C:19]1([CH:7]([C:1]2[CH:2]=[CH:3][CH:4]=[CH:5][CH:6]=2)[CH2:8][NH:9][C:10]([N:31]2[CH2:32][CH2:33][C:28]([C:26]([OH:27])=[O:25])([C:34]3[CH:39]=[CH:38][CH:37]=[CH:36][CH:35]=3)[CH2:29][CH2:30]2)=[O:12])[CH:20]=[CH:21][CH:22]=[CH:23][CH:24]=1. The yield is 0.558. The reactants are [C:1]1([CH:7]([C:19]2[CH:24]=[CH:23][CH:22]=[CH:21][CH:20]=2)[CH2:8][N:9](C2C=CC=CC=2)[C:10](=[O:12])[O-])[CH:6]=[CH:5][CH:4]=[CH:3][CH:2]=1.[OH:25][C:26]([C:28]1([C:34]2[CH:39]=[CH:38][CH:37]=[CH:36][CH:35]=2)[CH2:33][CH2:32][NH:31][CH2:30][CH2:29]1)=[O:27].C1CCN2C(=NCCC2)CC1. (2) The product is [CH3:1][O:2][C:3](=[O:20])[C@@H:4]([NH:5][C:6]([O:8][CH2:9][C:10]1[CH:11]=[CH:12][CH:13]=[CH:14][CH:15]=1)=[O:7])[CH2:16][C:17](=[O:19])[CH2:34][C:33]([O:39][C:40]([CH3:43])([CH3:42])[CH3:41])=[O:38]. The yield is 0.870. The catalyst is O1CCCC1. The reactants are [CH3:1][O:2][C:3](=[O:20])[C@H:4]([CH2:16][C:17]([OH:19])=O)[NH:5][C:6]([O:8][CH2:9][C:10]1[CH:15]=[CH:14][CH:13]=[CH:12][CH:11]=1)=[O:7].C(C1NC=CN=1)(C1NC=CN=1)=O.[C:33]([O:39][C:40]([CH3:43])([CH3:42])[CH3:41])(=[O:38])[CH2:34]C([O-])=O. (3) The product is [CH3:1][C:2]1[CH:7]=[CH:6][C:5]([CH:8]=[O:9])=[C:4]([O:10][C@H:11]([CH2:13][CH:14]=[CH2:15])[CH3:12])[CH:3]=1. The yield is 0.350. The reactants are [CH3:1][C:2]1[CH:7]=[CH:6][C:5]([CH2:8][OH:9])=[C:4]([O:10][C@H:11]([CH2:13][CH:14]=[CH2:15])[CH3:12])[CH:3]=1.CC(OI1(OC(C)=O)(OC(C)=O)OC(=O)C2C=CC=CC1=2)=O. The catalyst is C(Cl)Cl.CCOC(C)=O. (4) The reactants are C[O:2][C:3]1[N:8]=[CH:7][C:6]([CH2:9][N:10]2[C:18]3[C:13](=[CH:14][CH:15]=[CH:16][CH:17]=3)[C:12]3([C:22]4=[CH:23][C:24]5[O:28][CH2:27][O:26][C:25]=5[CH:29]=[C:21]4[O:20][CH2:19]3)[C:11]2=[O:30])=[CH:5][CH:4]=1.[I-].[Na+].Cl[Si](C)(C)C. The catalyst is O.C(#N)C. The product is [O:2]=[C:3]1[NH:8][CH:7]=[C:6]([CH2:9][N:10]2[C:18]3[C:13](=[CH:14][CH:15]=[CH:16][CH:17]=3)[C:12]3([C:22]4=[CH:23][C:24]5[O:28][CH2:27][O:26][C:25]=5[CH:29]=[C:21]4[O:20][CH2:19]3)[C:11]2=[O:30])[CH:5]=[CH:4]1. The yield is 0.720. (5) The product is [C:1]1([C:13]2[CH:14]=[C:15]([CH:17]3[CH2:22][CH2:21][N:20]([O:23][CH3:24])[CH2:19][CH2:18]3)[CH:16]=[CH:11][C:12]=2[NH2:25])[CH2:6][CH2:5][CH2:4][CH2:3][CH:2]=1. The reactants are [C:1]1(B(O)O)[CH2:6][CH2:5][CH2:4][CH2:3][CH:2]=1.Br[C:11]1[CH:16]=[C:15]([C:17]2[CH2:18][CH2:19][N:20]([O:23][CH3:24])[CH2:21][CH:22]=2)[CH:14]=[CH:13][C:12]=1[NH2:25]. The yield is 0.740. No catalyst specified.